Dataset: Peptide-MHC class II binding affinity with 134,281 pairs from IEDB. Task: Regression. Given a peptide amino acid sequence and an MHC pseudo amino acid sequence, predict their binding affinity value. This is MHC class II binding data. (1) The peptide sequence is HIPFAEFENFMKAGA. The MHC is DRB1_0101 with pseudo-sequence DRB1_0101. The binding affinity (normalized) is 0.385. (2) The peptide sequence is NLLQERLKKLKSEHG. The MHC is HLA-DQA10301-DQB10302 with pseudo-sequence HLA-DQA10301-DQB10302. The binding affinity (normalized) is 0. (3) The peptide sequence is LTAAINKGILVTVNP. The MHC is HLA-DQA10201-DQB10303 with pseudo-sequence HLA-DQA10201-DQB10303. The binding affinity (normalized) is 0.472. (4) The binding affinity (normalized) is 0.445. The peptide sequence is AGVIFTFVLLLSGQI. The MHC is DRB1_0701 with pseudo-sequence DRB1_0701.